From a dataset of Forward reaction prediction with 1.9M reactions from USPTO patents (1976-2016). Predict the product of the given reaction. Given the reactants [CH2:1]([O:8][C:9]1[CH:14]=[CH:13][N:12]([C:15]2[CH:20]=[CH:19][C:18]3[C:21]4[CH2:27][CH2:26][CH2:25][N:24](C(OC(C)(C)C)=O)[CH2:23][C:22]=4[S:35][C:17]=3[CH:16]=2)[C:11](=[O:36])[CH:10]=1)[C:2]1[CH:7]=[CH:6][CH:5]=[CH:4][CH:3]=1.[ClH:37], predict the reaction product. The product is: [ClH:37].[CH2:1]([O:8][C:9]1[CH:14]=[CH:13][N:12]([C:15]2[CH:20]=[CH:19][C:18]3[C:21]4[CH2:27][CH2:26][CH2:25][NH:24][CH2:23][C:22]=4[S:35][C:17]=3[CH:16]=2)[C:11](=[O:36])[CH:10]=1)[C:2]1[CH:3]=[CH:4][CH:5]=[CH:6][CH:7]=1.